The task is: Predict the product of the given reaction.. This data is from Forward reaction prediction with 1.9M reactions from USPTO patents (1976-2016). (1) The product is: [CH3:1][CH:2]1[CH2:7][CH2:6][CH2:5][CH2:4][CH:3]1[N:8]1[C:9]2=[N:14][C:13]([OH:15])=[CH:12][CH:11]=[C:10]2[N:16]=[CH:19]1. Given the reactants [CH3:1][CH:2]1[CH2:7][CH2:6][CH2:5][CH2:4][CH:3]1[NH:8][C:9]1[N:14]=[C:13]([OH:15])[CH:12]=[CH:11][C:10]=1[N+:16]([O-])=O.[CH3:19]OC(OC)OC.C(O)(C(F)(F)F)=O, predict the reaction product. (2) Given the reactants C(O[C:4]([C:6]1[N:7]=[CH:8][C:9]2[C:14]([C:15]=1[OH:16])=[CH:13][CH:12]=[C:11]([NH:17][C:18]([NH:20][CH2:21][C:22]1[CH:27]=[CH:26][CH:25]=[CH:24][CH:23]=1)=[O:19])[CH:10]=2)=[O:5])C.[NH2:28][CH2:29][CH2:30][C:31]([OH:33])=[O:32], predict the reaction product. The product is: [CH2:21]([NH:20][C:18](=[O:19])[NH:17][C:11]1[CH:10]=[C:9]2[C:14]([C:15]([OH:16])=[C:6]([C:4]([NH:28][CH2:29][CH2:30][C:31]([OH:33])=[O:32])=[O:5])[N:7]=[CH:8]2)=[CH:13][CH:12]=1)[C:22]1[CH:27]=[CH:26][CH:25]=[CH:24][CH:23]=1. (3) Given the reactants [F:1][C:2]([F:18])([F:17])[C:3]1[CH:8]=[CH:7][C:6]([NH:9][C:10](=[O:16])[CH2:11][C@@H:12]([OH:15])[CH2:13][CH3:14])=[CH:5][CH:4]=1.N1C=CC=CC=1.[CH3:25][C:26]1[CH:31]=[CH:30][C:29]([S:32](Cl)(=[O:34])=[O:33])=[CH:28][CH:27]=1, predict the reaction product. The product is: [F:1][C:2]([F:17])([F:18])[C:3]1[CH:8]=[CH:7][C:6]([NH:9][C:10](=[O:16])[CH2:11][C@@H:12]([O:15][S:32]([C:29]2[CH:30]=[CH:31][C:26]([CH3:25])=[CH:27][CH:28]=2)(=[O:34])=[O:33])[CH2:13][CH3:14])=[CH:5][CH:4]=1. (4) Given the reactants [C:1]1([C:7]2[N:8]=[CH:9][C:10]([N:19]([CH2:21][C@@H:22]([C:24]3[CH:25]=[C:26]([OH:30])[CH:27]=[CH:28][CH:29]=3)[OH:23])[CH3:20])=[N:11][C:12]=2[C:13]2[CH:18]=[CH:17][CH:16]=[CH:15][CH:14]=2)[CH:6]=[CH:5][CH:4]=[CH:3][CH:2]=1.Br[CH2:32][C:33]([O:35][CH3:36])=[O:34].C(=O)([O-])[O-].[K+].[K+], predict the reaction product. The product is: [CH3:36][O:35][C:33](=[O:34])[CH2:32][O:30][C:26]1[CH:27]=[CH:28][CH:29]=[C:24]([C@@H:22]([OH:23])[CH2:21][N:19]([C:10]2[CH:9]=[N:8][C:7]([C:1]3[CH:2]=[CH:3][CH:4]=[CH:5][CH:6]=3)=[C:12]([C:13]3[CH:14]=[CH:15][CH:16]=[CH:17][CH:18]=3)[N:11]=2)[CH3:20])[CH:25]=1. (5) Given the reactants N#N.N[C:4]1[C:5]([CH3:27])=[C:6]([C:11]2[CH:16]=[CH:15][N:14]=[C:13]([NH:17][C:18]3[CH:23]=[CH:22][N:21]=[C:20]([CH:24]4[CH2:26][CH2:25]4)[N:19]=3)[CH:12]=2)[CH:7]=[N:8][C:9]=1[Cl:10].Cl.N([O-])=O.[Na+].[I-:33].[K+], predict the reaction product. The product is: [Cl:10][C:9]1[N:8]=[CH:7][C:6]([C:11]2[CH:16]=[CH:15][N:14]=[C:13]([NH:17][C:18]3[CH:23]=[CH:22][N:21]=[C:20]([CH:24]4[CH2:26][CH2:25]4)[N:19]=3)[CH:12]=2)=[C:5]([CH3:27])[C:4]=1[I:33]. (6) Given the reactants [CH2:1]1[C:10]2[C:5](=[CH:6][CH:7]=[CH:8][CH:9]=2)[CH2:4][CH2:3][NH:2]1.[F-].[K+].[N+](C1C=C(S(O[CH2:26][C@@H:27]2[CH2:29][O:28]2)(=O)=O)C=CC=1)([O-])=O, predict the reaction product. The product is: [O:28]1[CH2:29][C@H:27]1[CH2:26][N:2]1[CH2:3][CH2:4][C:5]2[C:10](=[CH:9][CH:8]=[CH:7][CH:6]=2)[CH2:1]1.